This data is from Forward reaction prediction with 1.9M reactions from USPTO patents (1976-2016). The task is: Predict the product of the given reaction. Given the reactants [Br:1][C:2]1[CH:7]=[CH:6][C:5]([C:8]2[NH:9][C:10](=[O:19])[C:11]3[N:12]([N:14]=[C:15]([CH2:17]O)[CH:16]=3)[CH:13]=2)=[CH:4][CH:3]=1.P(Br)(Br)[Br:21], predict the reaction product. The product is: [Br:21][CH2:17][C:15]1[CH:16]=[C:11]2[C:10](=[O:19])[NH:9][C:8]([C:5]3[CH:6]=[CH:7][C:2]([Br:1])=[CH:3][CH:4]=3)=[CH:13][N:12]2[N:14]=1.